From a dataset of Forward reaction prediction with 1.9M reactions from USPTO patents (1976-2016). Predict the product of the given reaction. (1) Given the reactants C(O)(C(F)(F)F)=O.[CH2:8]([O:10][C:11]1[CH:12]=[C:13]([C:27]2[CH:32]=[CH:31][C:30]([CH2:33][C:34]([NH:36][C:37]3[CH:42]=[C:41]([C:43]([F:46])([F:45])[F:44])[CH:40]=[C:39]([C:47]4[CH:48]=[N:49][N:50]([CH3:52])[CH:51]=4)[CH:38]=3)=[O:35])=[C:29]([F:53])[CH:28]=2)[CH:14]=[N:15][C:16]=1[O:17]CC1C=CC(OC)=CC=1)[CH3:9].C(Cl)[Cl:55], predict the reaction product. The product is: [ClH:55].[CH2:8]([O:10][C:11]1[C:16](=[O:17])[NH:15][CH:14]=[C:13]([C:27]2[CH:32]=[CH:31][C:30]([CH2:33][C:34]([NH:36][C:37]3[CH:42]=[C:41]([C:43]([F:45])([F:46])[F:44])[CH:40]=[C:39]([C:47]4[CH:48]=[N:49][N:50]([CH3:52])[CH:51]=4)[CH:38]=3)=[O:35])=[C:29]([F:53])[CH:28]=2)[CH:12]=1)[CH3:9]. (2) The product is: [CH3:36][O:35][C:33]([C:30]1[CH:31]=[CH:32][C:27]([C:2]2[CH:3]=[CH:4][C:5]([CH:8]([C:19]3[CH:24]=[CH:23][CH:22]=[CH:21][C:20]=3[CH3:25])[CH2:9][C:10]([C:12]3[CH:17]=[CH:16][N:15]=[C:14]([CH3:18])[CH:13]=3)=[O:11])=[CH:6][CH:7]=2)=[CH:28][C:29]=1[Cl:37])=[O:34]. Given the reactants Br[C:2]1[CH:7]=[CH:6][C:5]([CH:8]([C:19]2[CH:24]=[CH:23][CH:22]=[CH:21][C:20]=2[CH3:25])[CH2:9][C:10]([C:12]2[CH:17]=[CH:16][N:15]=[C:14]([CH3:18])[CH:13]=2)=[O:11])=[CH:4][CH:3]=1.B(O)(O)[C:27]1[CH:32]=[CH:31][C:30]([C:33]([O:35][CH3:36])=[O:34])=[C:29]([Cl:37])[CH:28]=1, predict the reaction product.